From a dataset of Forward reaction prediction with 1.9M reactions from USPTO patents (1976-2016). Predict the product of the given reaction. Given the reactants C([O:4][C:5]1[CH:10]=[C:9]([C:11]#[N:12])[C:8](Br)=[C:7]([C:14]#[N:15])[C:6]=1[O:16]C(=O)C)(=O)C.[C:20]1(B2OC(C)(C)C(C)(C)O2)[CH2:24][CH2:23][CH2:22][CH:21]=1, predict the reaction product. The product is: [C:20]1([C:8]2[C:7]([C:14]#[N:15])=[C:6]([OH:16])[C:5]([OH:4])=[CH:10][C:9]=2[C:11]#[N:12])[CH2:24][CH2:23][CH2:22][CH:21]=1.